Dataset: Reaction yield outcomes from USPTO patents with 853,638 reactions. Task: Predict the reaction yield, written as a fraction of the theoretical maximum amount of product (1.0 means a 100% yield; for example, 0.34 means a 34% yield). The reactants are [CH3:1][N:2]1[C@@H:19]2[CH2:20][C:7]3[CH:8]=[CH:9][C:10]([O:22][CH3:23])=[C:11]4[O:12][C@H:13]5[C:14]([CH2:16][CH2:17][C@:18]2([OH:21])[C@:5]5([C:6]=34)[CH2:4][CH2:3]1)=[O:15].C(O)(=O)C.[ClH:28]. The catalyst is O. The product is [CH3:1][N:2]1[C@@H:19]2[CH2:20][C:7]3[CH:8]=[CH:9][C:10]([O:22][CH3:23])=[C:11]4[O:12][C@H:13]5[C:14]([CH2:16][CH2:17][C@:18]2([OH:21])[C@:5]5([C:6]=34)[CH2:4][CH2:3]1)=[O:15].[ClH:28]. The yield is 0.964.